From a dataset of Catalyst prediction with 721,799 reactions and 888 catalyst types from USPTO. Predict which catalyst facilitates the given reaction. (1) Reactant: [B-](F)(F)(F)F.CCN([S+](F)[F:12])CC.[Si:14]([O:21][CH:22]1[CH2:27][CH2:26][CH:25]([CH:28](O)[CH2:29][CH:30]2[C:38]3[C:33](=[CH:34][CH:35]=[CH:36][C:37]=3[F:39])[C:32]3=[CH:40][N:41]=[CH:42][N:31]23)[CH2:24][CH2:23]1)([C:17]([CH3:20])([CH3:19])[CH3:18])([CH3:16])[CH3:15]. Product: [Si:14]([O:21][CH:22]1[CH2:27][CH2:26][C:25]([CH2:28][CH2:29][CH:30]2[C:38]3[C:33](=[CH:34][CH:35]=[CH:36][C:37]=3[F:39])[C:32]3=[CH:40][N:41]=[CH:42][N:31]23)([F:12])[CH2:24][CH2:23]1)([C:17]([CH3:20])([CH3:19])[CH3:18])([CH3:16])[CH3:15]. The catalyst class is: 4. (2) Reactant: C(N(CC)CC)C.[CH3:8][CH2:9]/[CH:10]=[CH:11]\[CH2:12]/[CH:13]=[CH:14]\[CH2:15]/[CH:16]=[CH:17]\[CH2:18]/[CH:19]=[CH:20]\[CH2:21]/[CH:22]=[CH:23]\[CH2:24]/[CH:25]=[CH:26]\[CH2:27][CH2:28][C:29]([OH:31])=O.[NH2:32][CH2:33][CH2:34][S:35]([OH:38])(=[O:37])=[O:36]. Product: [C:29]([NH:32][CH2:33][CH2:34][S:35]([OH:38])(=[O:37])=[O:36])(=[O:31])[CH2:28][CH2:27][CH:26]=[CH:25][CH2:24][CH:23]=[CH:22][CH2:21][CH:20]=[CH:19][CH2:18][CH:17]=[CH:16][CH2:15][CH:14]=[CH:13][CH2:12][CH:11]=[CH:10][CH2:9][CH3:8]. The catalyst class is: 30. (3) The catalyst class is: 32. Product: [C:29]([OH:41])(=[O:40])[CH2:30][C:31]([CH2:36][C:37]([OH:39])=[O:38])([C:33]([OH:35])=[O:34])[OH:32].[CH3:1][O:2][C:3]1[CH:8]=[CH:7][C:6]([C:9]2[CH:14]=[C:13]([CH2:15][CH:16]3[CH2:17][CH2:18][O:19][CH2:20][CH2:21]3)[N:12]=[C:11]([N:22]3[CH2:27][CH2:26][N:25]([CH3:28])[CH2:24][CH2:23]3)[CH:10]=2)=[CH:5][CH:4]=1. Reactant: [CH3:1][O:2][C:3]1[CH:8]=[CH:7][C:6]([C:9]2[CH:14]=[C:13]([CH2:15][CH:16]3[CH2:21][CH2:20][O:19][CH2:18][CH2:17]3)[N:12]=[C:11]([N:22]3[CH2:27][CH2:26][N:25]([CH3:28])[CH2:24][CH2:23]3)[CH:10]=2)=[CH:5][CH:4]=1.[C:29]([OH:41])(=[O:40])[CH2:30][C:31]([CH2:36][C:37]([OH:39])=[O:38])([C:33]([OH:35])=[O:34])[OH:32]. (4) Reactant: C([O:4][CH2:5][C@@H:6]([N:12]([CH3:35])[C:13]([C:15]1[CH:16]=[C:17]2[C:25](=[CH:26][CH:27]=1)[N:24]([CH3:28])[C:23]1[CH2:22][CH2:21][C@@H:20]([CH:29]3[CH2:34][CH2:33][O:32][CH2:31][CH2:30]3)[CH2:19][C:18]2=1)=[O:14])[CH2:7][CH2:8][C:9]([OH:11])=O)(=O)C.Cl.[O:37]1[CH2:40][CH:39]([NH2:41])[CH2:38]1.F[P-](F)(F)(F)(F)F.N1(OC(N(C)C)=[N+](C)C)C2N=CC=CC=2N=N1.C[O-].[Na+]. Product: [OH:4][CH2:5][C@@H:6]([N:12]([CH3:35])[C:13]([C:15]1[CH:16]=[C:17]2[C:25](=[CH:26][CH:27]=1)[N:24]([CH3:28])[C:23]1[CH2:22][CH2:21][C@@H:20]([CH:29]3[CH2:34][CH2:33][O:32][CH2:31][CH2:30]3)[CH2:19][C:18]2=1)=[O:14])[CH2:7][CH2:8][C:9]([NH:41][CH:39]1[CH2:40][O:37][CH2:38]1)=[O:11]. The catalyst class is: 3.